Dataset: Peptide-MHC class II binding affinity with 134,281 pairs from IEDB. Task: Regression. Given a peptide amino acid sequence and an MHC pseudo amino acid sequence, predict their binding affinity value. This is MHC class II binding data. (1) The peptide sequence is EDKYFAATQFEPLAA. The MHC is HLA-DPA10103-DPB10601 with pseudo-sequence HLA-DPA10103-DPB10601. The binding affinity (normalized) is 0.862. (2) The peptide sequence is APNGGFRRIPRGALH. The MHC is DRB1_0802 with pseudo-sequence DRB1_0802. The binding affinity (normalized) is 0.892. (3) The peptide sequence is VPRRGPRGGPGRSYA. The MHC is DRB1_0301 with pseudo-sequence DRB1_0301. The binding affinity (normalized) is 0. (4) The peptide sequence is PNYLALLVKYVDGDG. The MHC is HLA-DPA10103-DPB10301 with pseudo-sequence HLA-DPA10103-DPB10301. The binding affinity (normalized) is 0.0850. (5) The peptide sequence is VAAFTEALRIIAGVL. The MHC is HLA-DPA10201-DPB10501 with pseudo-sequence HLA-DPA10201-DPB10501. The binding affinity (normalized) is 0.382. (6) The peptide sequence is LKGSETTVTERIFRE. The binding affinity (normalized) is 0.479. The MHC is DRB1_0901 with pseudo-sequence DRB1_0901. (7) The peptide sequence is RSHDVLTVQFLILGM. The MHC is DRB1_0801 with pseudo-sequence DRB1_0801. The binding affinity (normalized) is 0.326.